From a dataset of Full USPTO retrosynthesis dataset with 1.9M reactions from patents (1976-2016). Predict the reactants needed to synthesize the given product. (1) The reactants are: [OH:1][C:2]1[CH:6]=[CH:5][S:4][C:3]=1[C:7]([O:9][CH3:10])=[O:8].[CH2:11](Br)[C:12]1[CH:17]=[CH:16][CH:15]=[CH:14][CH:13]=1.C([O-])([O-])=O.[K+].[K+]. Given the product [CH2:11]([O:1][C:2]1[CH:6]=[CH:5][S:4][C:3]=1[C:7]([O:9][CH3:10])=[O:8])[C:12]1[CH:17]=[CH:16][CH:15]=[CH:14][CH:13]=1, predict the reactants needed to synthesize it. (2) Given the product [CH3:15][O:4][C:3](=[O:5])[CH:2]([NH2:1])[CH2:6][C:7]([CH3:10])([CH3:9])[CH3:8], predict the reactants needed to synthesize it. The reactants are: [NH2:1][CH:2]([CH2:6][C:7]([CH3:10])([CH3:9])[CH3:8])[C:3]([OH:5])=[O:4].S(Cl)(Cl)=O.[CH3:15]O. (3) Given the product [O:4]1[CH2:5][CH:6]([C:8]2[C:16]3[S:15][C:14]([NH:17][C:21]([N:35]4[CH2:36][CH2:37][CH:32]([CH2:31][OH:30])[CH2:33][CH2:34]4)=[O:22])=[N:13][C:12]=3[C:11]([O:18][CH3:19])=[CH:10][CH:9]=2)[CH2:7][O:1][CH2:2][CH2:3]1, predict the reactants needed to synthesize it. The reactants are: [O:1]1[CH2:7][CH:6]([C:8]2[C:16]3[S:15][C:14]([NH2:17])=[N:13][C:12]=3[C:11]([O:18][CH3:19])=[CH:10][CH:9]=2)[CH2:5][O:4][CH2:3][CH2:2]1.Cl[C:21](OC1C=CC=CC=1)=[O:22].[OH:30][CH2:31][CH:32]1[CH2:37][CH2:36][NH:35][CH2:34][CH2:33]1.